The task is: Predict the product of the given reaction.. This data is from Forward reaction prediction with 1.9M reactions from USPTO patents (1976-2016). (1) Given the reactants [CH3:1][O:2][CH2:3][C:4]1[CH:9]=[C:8](C2ON=C(C3C=C(CC(O)=O)C=CC=3)N=2)[CH:7]=[CH:6][C:5]=1[C:25]1[CH:30]=[CH:29][CH:28]=[CH:27][C:26]=1[CH3:31].CCN(C(C)C)[CH:35]([CH3:37])[CH3:36].CN([C:44]([O:48][N:49]1N=N[C:51]2[CH:52]=[CH:53][CH:54]=[N:55][C:50]1=2)=[N+](C)C)C.F[P-](F)(F)(F)(F)F.Cl.[CH3:66][O:67][C:68](=[O:72])CNC.[CH3:73][N:74]([CH:76]=[O:77])[CH3:75], predict the reaction product. The product is: [CH3:1][O:2][CH2:3][C:4]1[CH:9]=[C:8]([C:44]2[O:48][N:49]=[C:50]([C:51]3[CH:52]=[C:53]([CH2:54][C:76]([N:74]([CH3:75])[CH2:73][C:68]([O:67][CH3:66])=[O:72])=[O:77])[CH:36]=[CH:35][CH:37]=3)[N:55]=2)[CH:7]=[CH:6][C:5]=1[C:25]1[CH:30]=[CH:29][CH:28]=[CH:27][C:26]=1[CH3:31]. (2) Given the reactants [Li+].[OH-].[CH2:3]([C@H:7]1[CH2:11][CH2:10][N:9]([C@@H:12]([CH2:17][CH:18]=[CH2:19])[C:13]([O:15]C)=[O:14])[C:8]1=[O:20])[CH2:4][CH2:5][CH3:6], predict the reaction product. The product is: [CH2:3]([C@H:7]1[CH2:11][CH2:10][N:9]([C@@H:12]([CH2:17][CH:18]=[CH2:19])[C:13]([OH:15])=[O:14])[C:8]1=[O:20])[CH2:4][CH2:5][CH3:6].